Dataset: Full USPTO retrosynthesis dataset with 1.9M reactions from patents (1976-2016). Task: Predict the reactants needed to synthesize the given product. (1) Given the product [CH3:1][O:2][C:3](=[O:12])[CH2:4][C:5]1[CH:10]=[CH:9][C:8]([O:11][CH2:19][C:20]2[CH:25]=[CH:24][CH:23]=[CH:22][CH:21]=2)=[CH:7][CH:6]=1, predict the reactants needed to synthesize it. The reactants are: [CH3:1][O:2][C:3](=[O:12])[CH2:4][C:5]1[CH:10]=[CH:9][C:8]([OH:11])=[CH:7][CH:6]=1.C([O-])([O-])=O.[K+].[K+].[CH2:19](Cl)[C:20]1[CH:25]=[CH:24][CH:23]=[CH:22][CH:21]=1. (2) Given the product [F:13][C:14]1[CH:19]=[CH:18][C:17]([O:20][C:2]2[CH:3]=[C:4]3[C:9](=[CH:10][CH:11]=2)[C:8]([OH:12])=[N:7][N:6]=[CH:5]3)=[CH:16][CH:15]=1, predict the reactants needed to synthesize it. The reactants are: Br[C:2]1[CH:3]=[C:4]2[C:9](=[CH:10][CH:11]=1)[C:8]([OH:12])=[N:7][N:6]=[CH:5]2.[F:13][C:14]1[CH:19]=[CH:18][C:17]([OH:20])=[CH:16][CH:15]=1.CC(C)(C(=O)CC(=O)C(C)(C)C)C.C(=O)([O-])[O-].[Cs+].[Cs+]. (3) Given the product [Cl:19][C:20]1[N:25]=[CH:24][N:23]=[C:22]([C:26]([C:2]2[C:10]3[CH:9]=[N:8][CH:7]=[N:6][C:5]=3[N:4]([CH:11]([CH3:13])[CH3:12])[CH:3]=2)=[O:27])[CH:21]=1, predict the reactants needed to synthesize it. The reactants are: I[C:2]1[C:10]2[CH:9]=[N:8][CH:7]=[N:6][C:5]=2[N:4]([CH:11]([CH3:13])[CH3:12])[CH:3]=1.C([Mg]Cl)(C)C.[Cl:19][C:20]1[N:25]=[CH:24][N:23]=[C:22]([C:26](OC)=[O:27])[CH:21]=1. (4) The reactants are: [CH2:1]([CH:5]1[CH2:13][C:12]2[C:7](=[CH:8][CH:9]=[C:10]([O:14][CH3:15])[CH:11]=2)[C:6]1=[O:16])[CH2:2][CH2:3][CH3:4].[Br:17]NC(=O)CCC(N)=O. Given the product [Br:17][C:11]1[C:10]([O:14][CH3:15])=[CH:9][CH:8]=[C:7]2[C:12]=1[CH2:13][CH:5]([CH2:1][CH2:2][CH2:3][CH3:4])[C:6]2=[O:16], predict the reactants needed to synthesize it. (5) Given the product [CH3:1][N:2]([CH3:17])[C:3]1[CH:4]=[CH:5][C:6]([CH:9]([OH:12])[C:10]#[N:11])=[CH:7][CH:8]=1, predict the reactants needed to synthesize it. The reactants are: [CH3:1][N:2]([CH3:17])[C:3]1[CH:8]=[CH:7][C:6]([CH:9]([O:12][Si](C)(C)C)[C:10]#[N:11])=[CH:5][CH:4]=1.Cl.C([O-])(O)=O.[Na+].